This data is from Catalyst prediction with 721,799 reactions and 888 catalyst types from USPTO. The task is: Predict which catalyst facilitates the given reaction. (1) Reactant: C(=O)[CH2:2][CH:3]([CH3:5])[CH3:4].[CH2:7]([O:9][C:10]([C@H:12]1[C@@H:17]([NH2:18])[C@H:16]2[CH2:19][C@@H:13]1[CH2:14][CH2:15]2)=[O:11])[CH3:8].C([BH3-])#N.[Na+]. Product: [CH2:7]([O:9][C:10]([C@H:12]1[C@@H:17]([NH:18][CH2:2][CH:3]([CH3:5])[CH3:4])[C@H:16]2[CH2:19][C@@H:13]1[CH2:14][CH2:15]2)=[O:11])[CH3:8]. The catalyst class is: 404. (2) Reactant: [OH-].[Li+].C([O:6][C:7]1[CH:16]=[CH:15][C:10]([C:11]([O:13]C)=[O:12])=[CH:9][C:8]=1[CH2:17][CH:18]=[C:19]([CH3:21])[CH3:20])(=O)C.O.Cl. Product: [OH:6][C:7]1[CH:16]=[CH:15][C:10]([C:11]([OH:13])=[O:12])=[CH:9][C:8]=1[CH2:17][CH:18]=[C:19]([CH3:21])[CH3:20]. The catalyst class is: 1. (3) Reactant: [C:1]1([C:11]#[C:12][CH:13]=[O:14])[C:10]2[C:5](=[CH:6][CH:7]=[CH:8][CH:9]=2)[CH:4]=[CH:3][CH:2]=1.[CH2:15]([Mg]Br)[CH:16]=[CH2:17]. Product: [C:1]1([C:11]#[C:12][CH:13]([OH:14])[CH2:17][CH:16]=[CH2:15])[C:10]2[C:5](=[CH:6][CH:7]=[CH:8][CH:9]=2)[CH:4]=[CH:3][CH:2]=1. The catalyst class is: 7. (4) Reactant: [C:1]([O:5][C:6]([N:8]1[C:16]2[C:11](=[CH:12][CH:13]=[CH:14][CH:15]=2)[C:10]([C:17](OC)=[O:18])=[CH:9]1)=[O:7])([CH3:4])([CH3:3])[CH3:2].[H-].C([Al+]CC(C)C)C(C)C.C1(C)C=CC=CC=1.C(O)(=O)CC(CC(O)=O)(C(O)=O)O. Product: [C:1]([O:5][C:6]([N:8]1[C:16]2[C:11](=[CH:12][CH:13]=[CH:14][CH:15]=2)[C:10]([CH2:17][OH:18])=[CH:9]1)=[O:7])([CH3:4])([CH3:2])[CH3:3]. The catalyst class is: 7. (5) Reactant: C1C(=O)N([I:8])C(=O)C1.[Cl:9][C:10]1[C:11]2[N:12]([C:16]([CH:19]3[CH2:22][CH:21]([CH2:23][OH:24])[CH2:20]3)=[N:17][CH:18]=2)[CH:13]=[CH:14][N:15]=1. Product: [Cl:9][C:10]1[C:11]2[N:12]([C:16]([CH:19]3[CH2:20][CH:21]([CH2:23][OH:24])[CH2:22]3)=[N:17][C:18]=2[I:8])[CH:13]=[CH:14][N:15]=1. The catalyst class is: 454. (6) Reactant: [F:1][C:2]([F:17])([F:16])[C:3]1[CH:4]=[C:5]([CH:9]=[C:10]([C:12]([F:15])([F:14])[F:13])[CH:11]=1)[CH2:6][NH:7][CH3:8].C(N(CC)CC)C.[Cl:25][C:26](Cl)([O:28]C(=O)OC(Cl)(Cl)Cl)Cl. Product: [F:1][C:2]([F:16])([F:17])[C:3]1[CH:4]=[C:5]([CH:9]=[C:10]([C:12]([F:15])([F:14])[F:13])[CH:11]=1)[CH2:6][N:7]([CH3:8])[C:26]([Cl:25])=[O:28]. The catalyst class is: 4. (7) Reactant: [CH3:1][O:2][C:3]1[CH:4]=[C:5]([CH2:26]O)[CH:6]=[CH:7][C:8]=1[O:9][CH2:10][C:11]1[N:12]=[C:13]([C:17]2[CH:22]=[CH:21][CH:20]=[C:19]([N+:23]([O-:25])=[O:24])[CH:18]=2)[O:14][C:15]=1[CH3:16].S(Cl)([Cl:30])=O. Product: [Cl:30][CH2:26][C:5]1[CH:6]=[CH:7][C:8]([O:9][CH2:10][C:11]2[N:12]=[C:13]([C:17]3[CH:22]=[CH:21][CH:20]=[C:19]([N+:23]([O-:25])=[O:24])[CH:18]=3)[O:14][C:15]=2[CH3:16])=[C:3]([O:2][CH3:1])[CH:4]=1. The catalyst class is: 11.